This data is from Reaction yield outcomes from USPTO patents with 853,638 reactions. The task is: Predict the reaction yield, written as a fraction of the theoretical maximum amount of product (1.0 means a 100% yield; for example, 0.34 means a 34% yield). (1) The reactants are [OH:1][C:2]1[CH:10]=[CH:9][C:5]([C:6]([OH:8])=[O:7])=[CH:4][CH:3]=1.[H+].[B-](F)(F)(F)F.CCOCC.[I:22]N1C(=O)CCC1=O. The catalyst is C(#N)C. The product is [I:22][C:3]1[CH:4]=[C:5]([CH:9]=[CH:10][C:2]=1[OH:1])[C:6]([OH:8])=[O:7]. The yield is 0.570. (2) The reactants are [Br:1][C:2]1[CH:9]=[CH:8][C:5]([CH2:6]Br)=[CH:4][CH:3]=1.C(N(CC)CC)C.[CH2:17]1[C:20]2([CH2:25][CH2:24][NH:23][CH2:22][CH2:21]2)[CH2:19][O:18]1. The catalyst is C1COCC1. The product is [Br:1][C:2]1[CH:9]=[CH:8][C:5]([CH2:6][N:23]2[CH2:24][CH2:25][C:20]3([CH2:17][O:18][CH2:19]3)[CH2:21][CH2:22]2)=[CH:4][CH:3]=1. The yield is 0.970. (3) The reactants are [CH2:1]([O:23][CH:24]([CH3:32])[C:25]([O:27]C(C)(C)C)=[O:26])[CH2:2][CH2:3]/[CH:4]=[CH:5]\[CH2:6]/[CH:7]=[CH:8]\[CH2:9]/[CH:10]=[CH:11]\[CH2:12]/[CH:13]=[CH:14]\[CH2:15]/[CH:16]=[CH:17]\[CH2:18]/[CH:19]=[CH:20]\[CH2:21][CH3:22].[CH:33](O)=O. The catalyst is C(OCC)C. The product is [CH2:1]([O:23][CH:24]([CH2:32][CH3:33])[C:25]([OH:27])=[O:26])[CH2:2][CH2:3]/[CH:4]=[CH:5]\[CH2:6]/[CH:7]=[CH:8]\[CH2:9]/[CH:10]=[CH:11]\[CH2:12]/[CH:13]=[CH:14]\[CH2:15]/[CH:16]=[CH:17]\[CH2:18]/[CH:19]=[CH:20]\[CH2:21][CH3:22]. The yield is 0.580. (4) The reactants are [CH:1]([C:4]1[CH:9]=[CH:8][C:7]([C:10]2[C:15](OS(C(F)(F)F)(=O)=O)=[CH:14][CH:13]=[C:12]([CH2:24][C:25]([O:27][CH3:28])=[O:26])[CH:11]=2)=[CH:6][CH:5]=1)([CH3:3])[CH3:2].[F:29][C:30]([F:41])([F:40])[C:31]1[CH:36]=[CH:35][C:34](B(O)O)=[CH:33][CH:32]=1.ClCCl.P([O-])([O-])([O-])=O.[K+].[K+].[K+]. The catalyst is Cl[Pd]Cl.C1(C)C=CC=CC=1. The product is [CH:1]([C:4]1[CH:5]=[CH:6][C:7]([C:10]2[CH:11]=[C:12]([CH2:24][C:25]([O:27][CH3:28])=[O:26])[CH:13]=[CH:14][C:15]=2[C:34]2[CH:35]=[CH:36][C:31]([C:30]([F:41])([F:40])[F:29])=[CH:32][CH:33]=2)=[CH:8][CH:9]=1)([CH3:3])[CH3:2]. The yield is 0.570. (5) The reactants are [Br:1][C:2]1[CH:3]=[C:4]([Cl:13])[CH:5]=[C:6]2[C:10]=1[NH:9][CH:8]=[C:7]2[CH:11]=O.P([O-])([O-])([O-])=O.[NH4+].[NH4+].[NH4+].[N+:22](CCC)([O-])=O. The catalyst is C(O)(=O)C. The product is [Br:1][C:2]1[CH:3]=[C:4]([Cl:13])[CH:5]=[C:6]2[C:10]=1[NH:9][CH:8]=[C:7]2[C:11]#[N:22]. The yield is 0.544. (6) The reactants are [C:1]1([C:7]2[CH:16]=[N:15][C:10]3[O:11][CH2:12][CH2:13][NH:14][C:9]=3[CH:8]=2)[CH:6]=[CH:5][CH:4]=[CH:3][CH:2]=1.[Br:17][C:18]1[CH:19]=[C:20]([CH:24]=[C:25]([Br:29])[C:26]=1[O:27][CH3:28])[C:21](Cl)=[O:22].C(N(CC)CC)C.Cl. The catalyst is ClCCl. The product is [Br:17][C:18]1[CH:19]=[C:20]([C:21]([N:14]2[CH2:13][CH2:12][O:11][C:10]3[N:15]=[CH:16][C:7]([C:1]4[CH:2]=[CH:3][CH:4]=[CH:5][CH:6]=4)=[CH:8][C:9]2=3)=[O:22])[CH:24]=[C:25]([Br:29])[C:26]=1[O:27][CH3:28]. The yield is 0.590. (7) The reactants are [NH:1]1[C:9]2[C:4](=[CH:5][CH:6]=[C:7]([C:10]([OH:12])=O)[CH:8]=2)[CH:3]=[CH:2]1.[CH2:13]1[C@H:22]2[C@H:17]([CH2:18][CH2:19][C:20]3[CH:26]=[CH:25][CH:24]=[CH:23][C:21]=32)[NH:16][CH2:15][CH2:14]1.F[P-](F)(F)(F)(F)F.N1(OC(N(C)C)=[N+](C)C)C2N=CC=CC=2N=N1. No catalyst specified. The product is [CH2:13]1[C@H:22]2[C@H:17]([CH2:18][CH2:19][C:20]3[CH:26]=[CH:25][CH:24]=[CH:23][C:21]=32)[N:16]([C:10]([C:7]2[CH:8]=[C:9]3[C:4]([CH:3]=[CH:2][NH:1]3)=[CH:5][CH:6]=2)=[O:12])[CH2:15][CH2:14]1. The yield is 0.270. (8) The reactants are [Cl:1][C:2]1[N:3]=[C:4]([N:19]2[CH2:24][CH2:23][O:22][CH2:21][CH2:20]2)[C:5]2[S:10][C:9]([CH2:11][NH:12][CH2:13][CH2:14][CH2:15][C:16]([O-:18])=[O:17])=[CH:8][C:6]=2[N:7]=1.[CH3:25][C:26]([O:29][C:30](O[C:30]([O:29][C:26]([CH3:28])([CH3:27])[CH3:25])=[O:31])=[O:31])([CH3:28])[CH3:27].[CH2:40]1COC[CH2:41]1. No catalyst specified. The product is [C:26]([O:29][C:30]([N:12]([CH2:11][C:9]1[S:10][C:5]2[C:4]([N:19]3[CH2:24][CH2:23][O:22][CH2:21][CH2:20]3)=[N:3][C:2]([Cl:1])=[N:7][C:6]=2[CH:8]=1)[CH2:13][CH2:14][CH2:15][C:16]([O:18][CH2:40][CH3:41])=[O:17])=[O:31])([CH3:28])([CH3:27])[CH3:25]. The yield is 0.660. (9) The reactants are [CH3:1][NH:2][C@@H:3]1[C:8]2[CH:9]=[CH:10][CH:11]=[CH:12][C:7]=2[C@H:6]([C:13]2[CH:14]=[CH:15][C:16]([Cl:20])=[C:17]([Cl:19])[CH:18]=2)[CH2:5][CH2:4]1.[ClH:21]. The catalyst is C(O)C. The product is [CH3:1][NH:2][C@@H:3]1[C:8]2[CH:9]=[CH:10][CH:11]=[CH:12][C:7]=2[C@H:6]([C:13]2[CH:14]=[CH:15][C:16]([Cl:20])=[C:17]([Cl:19])[CH:18]=2)[CH2:5][CH2:4]1.[ClH:21]. The yield is 0.870. (10) The reactants are C([NH:5][S:6]([C:9]1[S:10][C:11]([C:14]2[CH:19]=[CH:18][CH:17]=[C:16]([C:20]3[N:25]=[C:24]([C:26]4[S:27][C:28]([Cl:31])=[CH:29][CH:30]=4)[CH:23]=[C:22]([C:32]([F:35])([F:34])[F:33])[N:21]=3)[CH:15]=2)=[CH:12][CH:13]=1)(=[O:8])=[O:7])(C)(C)C.C(O)(C(F)(F)F)=O. The catalyst is ClCCl. The product is [Cl:31][C:28]1[S:27][C:26]([C:24]2[CH:23]=[C:22]([C:32]([F:33])([F:34])[F:35])[N:21]=[C:20]([C:16]3[CH:15]=[C:14]([C:11]4[S:10][C:9]([S:6]([NH2:5])(=[O:8])=[O:7])=[CH:13][CH:12]=4)[CH:19]=[CH:18][CH:17]=3)[N:25]=2)=[CH:30][CH:29]=1. The yield is 0.230.